Dataset: Retrosynthesis with 50K atom-mapped reactions and 10 reaction types from USPTO. Task: Predict the reactants needed to synthesize the given product. (1) Given the product CC1(C)Cc2cc(C(=O)O)ccc2NC1c1cccc(NC(=O)Cc2ccccc2)c1, predict the reactants needed to synthesize it. The reactants are: COC(=O)c1ccc2c(c1)CC(C)(C)C(c1cccc(NC(=O)Cc3ccccc3)c1)N2. (2) Given the product OCc1ccc(OCCN2CCCCC2)cc1, predict the reactants needed to synthesize it. The reactants are: CCOC(=O)c1ccc(OCCN2CCCCC2)cc1. (3) Given the product CCOc1ccccc1-n1c(C(C)N2CCN(C(C)=O)CC2)nc2ccccc2c1=O, predict the reactants needed to synthesize it. The reactants are: CC(=O)OC(C)=O.CCOc1ccccc1-n1c(C(C)N2CCNCC2)nc2ccccc2c1=O. (4) Given the product COc1cccc2c1CCc1ccn(CCNC(C)=O)c1-2, predict the reactants needed to synthesize it. The reactants are: CC(=O)NCCN.COc1cccc2c1CCC(CC=O)C2=O. (5) Given the product Cc1nc2c(N[C@@H](C)c3nc4ccccc4n3-c3ccccc3)ncnc2[nH]1, predict the reactants needed to synthesize it. The reactants are: C[C@H](N)c1nc2ccccc2n1-c1ccccc1.Cc1nc2c(Cl)ncnc2[nH]1. (6) Given the product CC(C)(C)OC(=O)NCCN1CCC(c2nc(-c3ccc4c(c3)C(C)(C)CCC4(C)C)cs2)CC1, predict the reactants needed to synthesize it. The reactants are: CC(C)(C)OC(=O)NCC=O.CC1(C)CCC(C)(C)c2cc(-c3csc(C4CCNCC4)n3)ccc21.